Dataset: Reaction yield outcomes from USPTO patents with 853,638 reactions. Task: Predict the reaction yield, written as a fraction of the theoretical maximum amount of product (1.0 means a 100% yield; for example, 0.34 means a 34% yield). The reactants are C(OC(=O)[CH2:5][O:6][C@H:7]1[CH2:12][CH2:11][C@H:10]([N:13]2[C:18](=[O:19])[C:17]([CH2:20][C:21]3[CH:26]=[CH:25][C:24]([C:27]4[CH:32]=[CH:31][CH:30]=[CH:29][C:28]=4[C:33]#[N:34])=[C:23]([F:35])[CH:22]=3)=[C:16]([CH2:36][CH2:37][CH3:38])[N:15]3[N:39]=[CH:40][CH:41]=[C:14]23)[CH2:9][CH2:8]1)C.[CH3:43][Mg]Br.C([O:49][CH2:50][CH3:51])(=O)C. The catalyst is O1CCCC1. The product is [F:35][C:23]1[CH:22]=[C:21]([CH2:20][C:17]2[C:18](=[O:19])[N:13]([C@H:10]3[CH2:11][CH2:12][C@H:7]([O:6][CH2:5][C:50]([OH:49])([CH3:51])[CH3:43])[CH2:8][CH2:9]3)[C:14]3[N:15]([N:39]=[CH:40][CH:41]=3)[C:16]=2[CH2:36][CH2:37][CH3:38])[CH:26]=[CH:25][C:24]=1[C:27]1[C:28]([C:33]#[N:34])=[CH:29][CH:30]=[CH:31][CH:32]=1. The yield is 0.720.